Dataset: Forward reaction prediction with 1.9M reactions from USPTO patents (1976-2016). Task: Predict the product of the given reaction. (1) Given the reactants [CH3:1][O:2][C:3]1[CH:4]=[C:5]([C:11]2[C@@H:20]3[C@@H:15]([CH2:16][CH2:17][CH2:18][CH2:19]3)[C:14](=[O:21])[N:13]([CH:22]3[CH2:27][CH2:26][N:25]([C:28](=[O:42])[C@@H:29]([NH:34]C(=O)OC(C)(C)C)[CH2:30][N:31]([CH3:33])[CH3:32])[CH2:24][CH2:23]3)[N:12]=2)[CH:6]=[CH:7][C:8]=1[O:9][CH3:10].[F:43][C:44]([F:49])([F:48])[C:45]([OH:47])=[O:46], predict the reaction product. The product is: [F:43][C:44]([F:49])([F:48])[C:45]([OH:47])=[O:46].[NH2:34][C@@H:29]([CH2:30][N:31]([CH3:33])[CH3:32])[C:28]([N:25]1[CH2:26][CH2:27][CH:22]([N:13]2[N:12]=[C:11]([C:5]3[CH:6]=[CH:7][C:8]([O:9][CH3:10])=[C:3]([O:2][CH3:1])[CH:4]=3)[C@@H:20]3[C@@H:15]([CH2:16][CH2:17][CH2:18][CH2:19]3)[C:14]2=[O:21])[CH2:23][CH2:24]1)=[O:42]. (2) Given the reactants Cl[CH2:2][C:3]1[C:4]([CH2:19][CH2:20][O:21][CH3:22])=[N:5][C:6]([C:9]2[CH:14]=[CH:13][C:12]([C:15]([F:18])([F:17])[F:16])=[CH:11][CH:10]=2)=[N:7][CH:8]=1.[CH2:23]([O:25][C:26](=[O:38])[CH2:27][N:28]1[C:36]2[C:31](=[CH:32][C:33]([OH:37])=[CH:34][CH:35]=2)[CH:30]=[CH:29]1)[CH3:24].C(=O)([O-])[O-].[Cs+].[Cs+], predict the reaction product. The product is: [CH2:23]([O:25][C:26](=[O:38])[CH2:27][N:28]1[C:36]2[C:31](=[CH:32][C:33]([O:37][CH2:2][C:3]3[C:4]([CH2:19][CH2:20][O:21][CH3:22])=[N:5][C:6]([C:9]4[CH:14]=[CH:13][C:12]([C:15]([F:18])([F:17])[F:16])=[CH:11][CH:10]=4)=[N:7][CH:8]=3)=[CH:34][CH:35]=2)[CH:30]=[CH:29]1)[CH3:24]. (3) Given the reactants Cl[C:2]1[CH:3]=[C:4]([C:9]2[N:13]3[CH:14]=[CH:15][C:16]([C:19]([OH:22])([CH3:21])[CH3:20])=[C:17]([F:18])[C:12]3=[N:11][CH:10]=2)[CH:5]=[CH:6][C:7]=1[F:8].[C:23]([C:26]1[CH:31]=[CH:30][C:29](B(O)O)=[CH:28][CH:27]=1)(=[O:25])[CH3:24].P([O-])([O-])([O-])=O.[K+].[K+].[K+].C(P(C(C)(C)C)C(C)(C)C)(C)(C)C, predict the reaction product. The product is: [F:8][C:7]1[CH:6]=[CH:5][C:4]([C:9]2[N:13]3[CH:14]=[CH:15][C:16]([C:19]([OH:22])([CH3:21])[CH3:20])=[C:17]([F:18])[C:12]3=[N:11][CH:10]=2)=[CH:3][C:2]=1[C:29]1[CH:30]=[CH:31][C:26]([C:23](=[O:25])[CH3:24])=[CH:27][CH:28]=1.